Dataset: Full USPTO retrosynthesis dataset with 1.9M reactions from patents (1976-2016). Task: Predict the reactants needed to synthesize the given product. (1) Given the product [ClH:1].[ClH:1].[CH3:25][N:26]1[CH2:31][CH2:30][CH:29]([NH:2][C@@H:3]2[CH2:5][C@H:4]2[C:6]2[CH:7]=[CH:8][C:9]([NH:12][C:13](=[O:24])[C:14]3[CH:19]=[CH:18][CH:17]=[C:16]([C:20]([F:22])([F:23])[F:21])[CH:15]=3)=[CH:10][CH:11]=2)[CH2:28][CH2:27]1, predict the reactants needed to synthesize it. The reactants are: [ClH:1].[NH2:2][C@@H:3]1[CH2:5][C@H:4]1[C:6]1[CH:11]=[CH:10][C:9]([NH:12][C:13](=[O:24])[C:14]2[CH:19]=[CH:18][CH:17]=[C:16]([C:20]([F:23])([F:22])[F:21])[CH:15]=2)=[CH:8][CH:7]=1.[CH3:25][N:26]1[CH2:31][CH2:30][C:29](=O)[CH2:28][CH2:27]1.C(=O)([O-])O.[Na+].[BH4-].[Na+]. (2) Given the product [F:41][C:42]([F:51])([F:52])[C:43]1[CH:48]=[CH:47][C:46]2[NH:49][C:39]([C@H:34]3[CH2:35][CH2:36][CH2:26][C@@H:25]([NH:22][C:9](=[O:10])[O:8][CH2:1][C:2]4[CH:3]=[CH:4][CH:5]=[CH:6][CH:7]=4)[CH2:40]3)=[N:50][C:45]=2[CH:44]=1, predict the reactants needed to synthesize it. The reactants are: [CH2:1]([O:8][C:9]([C@@H]1CCC[C@H](C(O)=O)C1)=[O:10])[C:2]1[CH:7]=[CH:6][CH:5]=[CH:4][CH:3]=1.C([N:22]([CH2:25][CH3:26])CC)C.ClC(OC(C)C)=O.[C:34]1([CH3:40])[CH:39]=CC=[CH:36][CH:35]=1.[F:41][C:42]([F:52])([F:51])[C:43]1[CH:44]=[C:45]([NH2:50])[C:46]([NH2:49])=[CH:47][CH:48]=1. (3) The reactants are: [CH3:1][CH:2]([C:4]1[N:8]([CH2:9][CH2:10][C@@H:11]([OH:19])[CH2:12][C@@H:13]([OH:18])[CH2:14][C:15]([OH:17])=[O:16])[C:7]([C:20]2[CH:21]=[CH:22][C:23]([F:26])=[CH:24][CH:25]=2)=[C:6]([C:27]2[CH:28]=[CH:29][CH:30]=[CH:31][CH:32]=2)[C:5]=1[C:33]([NH:35][C:36]1[CH:37]=[CH:38][CH:39]=[CH:40][CH:41]=1)=[O:34])[CH3:3]. Given the product [CH3:3][CH:2]([C:4]1[N:8]([CH2:9][CH2:10][C@@H:11]([OH:19])[CH2:12][C@@H:13]([OH:18])[CH2:14][C:15]([OH:17])=[O:16])[C:7]([C:20]2[CH:25]=[CH:24][C:23]([F:26])=[CH:22][CH:21]=2)=[C:6]([C:27]2[CH:32]=[CH:31][CH:30]=[CH:29][CH:28]=2)[C:5]=1[C:33]([NH:35][C:36]1[CH:41]=[CH:40][CH:39]=[CH:38][CH:37]=1)=[O:34])[CH3:1].[CH2:9]([NH:8][CH2:7][CH2:6][C:27]1[CH:32]=[CH:31][CH:30]=[CH:29][CH:28]=1)[C:10]1[CH:11]=[CH:12][CH:13]=[CH:14][CH:15]=1, predict the reactants needed to synthesize it. (4) Given the product [CH3:1][O:2][C:3]1[CH:11]=[CH:10][C:6]([C:7]([NH:25][CH:26]([CH2:27][O:28][CH3:29])[CH2:30][CH3:31])=[O:8])=[CH:5][C:4]=1/[CH:12]=[CH:13]/[C:14]1[CH:15]=[CH:16][C:17]([O:20][C:21]([F:24])([F:23])[F:22])=[CH:18][CH:19]=1, predict the reactants needed to synthesize it. The reactants are: [CH3:1][O:2][C:3]1[CH:11]=[CH:10][C:6]([C:7](O)=[O:8])=[CH:5][C:4]=1/[CH:12]=[CH:13]/[C:14]1[CH:19]=[CH:18][C:17]([O:20][C:21]([F:24])([F:23])[F:22])=[CH:16][CH:15]=1.[NH2:25][CH:26]([CH2:30][CH3:31])[CH2:27][O:28][CH3:29]. (5) Given the product [Br:24][C:18]1[CH:19]=[CH:20][C:21]([Cl:23])=[CH:22][C:17]=1[CH2:16][Br:25], predict the reactants needed to synthesize it. The reactants are: C(OC(N([CH2:16][C:17]1[CH:22]=[C:21]([Cl:23])[CH:20]=[CH:19][C:18]=1[Br:24])C(OC(C)(C)C)=O)=O)(C)(C)C.[Br:25]C1C=CC(Cl)=CC=1C.C1C(=O)N(Br)C(=O)C1. (6) Given the product [N:77]([C@H:47]1[CH2:46][C:45]2[C@@:33]([CH3:32])([CH:34]3[CH:42]([CH2:43][CH:44]=2)[CH:41]2[C@@:37]([CH3:62])([C@H:38]([N:51]4[CH:55]=[C:54]([C:56]5[CH:57]=[CH:58][CH:59]=[CH:60][CH:61]=5)[N:53]=[N:52]4)[CH2:39][CH2:40]2)[CH2:36][CH2:35]3)[CH2:49][CH2:48]1)=[N+:78]=[N-:79], predict the reactants needed to synthesize it. The reactants are: C1(P(C2C=CC=CC=2)C2C=CC=CC=2)C=CC=CC=1.N(C(OCC)=O)=NC(OCC)=O.[CH3:32][C@:33]12[CH2:49][CH2:48][C@H:47](O)[CH2:46][C:45]1=[CH:44][CH2:43][CH:42]1[CH:34]2[CH2:35][CH2:36][C@@:37]2([CH3:62])[CH:41]1[CH2:40][CH2:39][C@H:38]2[N:51]1[CH:55]=[C:54]([C:56]2[CH:61]=[CH:60][CH:59]=[CH:58][CH:57]=2)[N:53]=[N:52]1.C1(P([N:77]=[N+:78]=[N-:79])(C2C=CC=CC=2)=O)C=CC=CC=1. (7) Given the product [CH3:1][C:2]1[N:3]=[C:4]([O:13][S:25]([C:24]([F:37])([F:36])[F:23])(=[O:27])=[O:26])[C:5]([C:8]([O:10][CH2:11][CH3:12])=[O:9])=[CH:6][N:7]=1, predict the reactants needed to synthesize it. The reactants are: [CH3:1][C:2]1[NH:3][C:4](=[O:13])[C:5]([C:8]([O:10][CH2:11][CH3:12])=[O:9])=[CH:6][N:7]=1.C(N(C(C)C)CC)(C)C.[F:23][C:24]([F:37])([F:36])[S:25](O[S:25]([C:24]([F:37])([F:36])[F:23])(=[O:27])=[O:26])(=[O:27])=[O:26].O. (8) Given the product [F:1][CH2:2][CH2:3][N:4]1[CH2:7][CH:6]([NH:8][C:9]2[CH:14]=[CH:13][C:12]([NH:15][C:21]3[N:22]=[CH:23][C:24]4[CH:30]=[CH:29][C:28](=[O:31])[N:27]([C:32]5[CH:33]=[C:34]([NH:38][C:39](=[O:42])[CH:40]=[CH2:41])[CH:35]=[CH:36][CH:37]=5)[C:25]=4[N:26]=3)=[C:11]([O:16][CH3:17])[CH:10]=2)[CH2:5]1, predict the reactants needed to synthesize it. The reactants are: [F:1][CH2:2][CH2:3][N:4]1[CH2:7][CH:6]([NH:8][C:9]2[CH:14]=[CH:13][C:12]([NH2:15])=[C:11]([O:16][CH3:17])[CH:10]=2)[CH2:5]1.CS([C:21]1[N:22]=[CH:23][C:24]2[CH:30]=[CH:29][C:28](=[O:31])[N:27]([C:32]3[CH:33]=[C:34]([NH:38][C:39](=[O:42])[CH:40]=[CH2:41])[CH:35]=[CH:36][CH:37]=3)[C:25]=2[N:26]=1)=O.CCN(C(C)C)C(C)C. (9) Given the product [ClH:1].[Cl:1][C:2]1[CH:3]=[C:4]([CH:22]=[CH:23][CH:24]=1)[CH2:5][NH:6][C:7]1[CH:12]=[CH:11][C:10]([N+:13]([O-:15])=[O:14])=[C:9]([N:16]2[CH2:21][CH2:20][NH:19][CH2:18][CH2:17]2)[CH:8]=1, predict the reactants needed to synthesize it. The reactants are: [Cl:1][C:2]1[CH:3]=[C:4]([CH:22]=[CH:23][CH:24]=1)[CH2:5][NH:6][C:7]1[CH:12]=[CH:11][C:10]([N+:13]([O-:15])=[O:14])=[C:9]([N:16]2[CH2:21][CH2:20][NH:19][CH2:18][CH2:17]2)[CH:8]=1.Cl.